Dataset: Peptide-MHC class II binding affinity with 134,281 pairs from IEDB. Task: Regression. Given a peptide amino acid sequence and an MHC pseudo amino acid sequence, predict their binding affinity value. This is MHC class II binding data. (1) The peptide sequence is WEFVNTPPLVKLWYQ. The MHC is DRB1_0101 with pseudo-sequence DRB1_0101. The binding affinity (normalized) is 0.818. (2) The peptide sequence is HAYYLQYKNVRPDYL. The MHC is HLA-DQA10101-DQB10501 with pseudo-sequence HLA-DQA10101-DQB10501. The binding affinity (normalized) is 0.341. (3) The peptide sequence is MVGTILEMLGHRLDD. The MHC is DRB1_0401 with pseudo-sequence DRB1_0401. The binding affinity (normalized) is 0.179. (4) The binding affinity (normalized) is 0.235. The MHC is HLA-DQA10301-DQB10302 with pseudo-sequence HLA-DQA10301-DQB10302. The peptide sequence is AEHQAIIRDVLTASD. (5) The peptide sequence is VLAPYMPDVLEKLEL. The binding affinity (normalized) is 0.310. The MHC is DRB3_0202 with pseudo-sequence DRB3_0202.